Dataset: Retrosynthesis with 50K atom-mapped reactions and 10 reaction types from USPTO. Task: Predict the reactants needed to synthesize the given product. (1) The reactants are: BrCc1ccccc1.O=Cc1ccc(O)cc1[N+](=O)[O-]. Given the product O=Cc1ccc(OCc2ccccc2)cc1[N+](=O)[O-], predict the reactants needed to synthesize it. (2) Given the product FC(F)(F)c1cccc(-c2nc3c(CCl)ccnc3s2)c1, predict the reactants needed to synthesize it. The reactants are: ClCc1ccnc2sc(Cl)nc12.OB(O)c1cccc(C(F)(F)F)c1. (3) Given the product Clc1cc(Nc2ncnc3cc[nH]c23)ccc1Oc1cccc2[nH]ccc12, predict the reactants needed to synthesize it. The reactants are: Clc1ncnc2cc[nH]c12.Nc1ccc(Oc2cccc3[nH]ccc23)c(Cl)c1. (4) The reactants are: C[C@@H](c1c[nH]c2ccccc12)[C@@H](N)C(=O)Nc1cccc(CN(C)C)c1.O=C(O)C1CCN(c2ccccc2)CC1. Given the product C[C@@H](c1c[nH]c2ccccc12)[C@@H](NC(=O)C1CCN(c2ccccc2)CC1)C(=O)Nc1cccc(CN(C)C)c1, predict the reactants needed to synthesize it. (5) Given the product COc1ccc(-c2ccc(C(=O)Nc3ccc4nc(N(C)CCN(C)C)sc4c3)cc2)cc1, predict the reactants needed to synthesize it. The reactants are: CN(C)CCN(C)c1nc2ccc(NC(=O)c3ccc(I)cc3)cc2s1.COc1ccc(B(O)O)cc1. (6) Given the product CC(C)Oc1ccc(C=C(C(=O)Nc2cccc(C(F)(F)F)c2)C(=O)Nc2cccc(C(F)(F)F)c2)cc1, predict the reactants needed to synthesize it. The reactants are: CC(C)Oc1ccc(C=O)cc1.O=C(CC(=O)Nc1cccc(C(F)(F)F)c1)Nc1cccc(C(F)(F)F)c1.